Regression/Classification. Given a drug SMILES string, predict its absorption, distribution, metabolism, or excretion properties. Task type varies by dataset: regression for continuous measurements (e.g., permeability, clearance, half-life) or binary classification for categorical outcomes (e.g., BBB penetration, CYP inhibition). Dataset: cyp2c9_veith. From a dataset of CYP2C9 inhibition data for predicting drug metabolism from PubChem BioAssay. (1) The molecule is COc1ccccc1-c1nc(NCc2ccccc2)c2ccccc2n1. The result is 0 (non-inhibitor). (2) The compound is Cc1ccc(S(=O)(=O)N[C@@H]2COC(=O)C/C=C\[C@H](C)COC(=O)N[C@@H](C)C(=O)C/C=C\[C@H]2C)cc1. The result is 0 (non-inhibitor). (3) The molecule is COC(=O)[C@@]1(Cc2ccccc2)[C@H]2c3cc(C(=O)N4CCCC4)n(Cc4ccc(O)c(OC)c4)c3C[C@H]2CN1C(=O)c1ccccc1. The result is 1 (inhibitor). (4) The molecule is Cc1noc(C)c1-c1ccc2ncnc(NCc3cccs3)c2c1. The result is 0 (non-inhibitor). (5) The compound is CO[C@@H]1COC(=O)[C@@H](C)NC(=O)C/C=C\[C@H](C)[C@@H](OC)COC(=O)C/C=C\[C@@H]1C. The result is 0 (non-inhibitor).